This data is from Peptide-MHC class II binding affinity with 134,281 pairs from IEDB. The task is: Regression. Given a peptide amino acid sequence and an MHC pseudo amino acid sequence, predict their binding affinity value. This is MHC class II binding data. (1) The peptide sequence is AAVPAVGAAAGAPAA. The MHC is DRB1_1001 with pseudo-sequence DRB1_1001. The binding affinity (normalized) is 0.209. (2) The peptide sequence is SLLMWITQCFLPV. The MHC is HLA-DQA10102-DQB10602 with pseudo-sequence HLA-DQA10102-DQB10602. The binding affinity (normalized) is 0.434. (3) The peptide sequence is IKLVKSSRPDCSEIP. The MHC is HLA-DPA10301-DPB10402 with pseudo-sequence HLA-DPA10301-DPB10402. The binding affinity (normalized) is 0. (4) The peptide sequence is QFKPEEITGIMKDFD. The MHC is DRB1_1302 with pseudo-sequence DRB1_1302. The binding affinity (normalized) is 0.0854. (5) The peptide sequence is VTMILMLLPTALAFH. The MHC is DRB1_0802 with pseudo-sequence DRB1_0802. The binding affinity (normalized) is 0.809. (6) The peptide sequence is KDGRKLVVPCRPQDELI. The MHC is DRB4_0101 with pseudo-sequence DRB4_0103. The binding affinity (normalized) is 0.0957. (7) The MHC is DRB5_0101 with pseudo-sequence DRB5_0101. The peptide sequence is DMTYRRLISMMGFKM. The binding affinity (normalized) is 0.808. (8) The peptide sequence is KYMVIQGEPGRVIRG. The MHC is DRB3_0202 with pseudo-sequence DRB3_0202. The binding affinity (normalized) is 0.175. (9) The peptide sequence is SLILPGIKAQQSKLA. The MHC is HLA-DQA10501-DQB10302 with pseudo-sequence HLA-DQA10501-DQB10302. The binding affinity (normalized) is 0.289.